The task is: Predict the reaction yield, written as a fraction of the theoretical maximum amount of product (1.0 means a 100% yield; for example, 0.34 means a 34% yield).. This data is from Reaction yield outcomes from USPTO patents with 853,638 reactions. (1) The reactants are [NH2:1][C:2]1[CH:10]=[C:9]([O:11][CH3:12])[CH:8]=[C:7]([O:13][CH3:14])[C:3]=1[C:4]([NH2:6])=[O:5].[CH3:15][O:16][C:17]1[CH:18]=[C:19]([CH:22]=[C:23]([O:25][CH3:26])[CH:24]=1)[CH:20]=O.COC1C=C(OC)C=C2C=1C(=O)NC(C1C=CC=CN=1)=N2. No catalyst specified. The product is [CH3:26][O:25][C:23]1[CH:22]=[C:19]([C:20]2[NH:6][C:4](=[O:5])[C:3]3[C:2](=[CH:10][C:9]([O:11][CH3:12])=[CH:8][C:7]=3[O:13][CH3:14])[N:1]=2)[CH:18]=[C:17]([O:16][CH3:15])[CH:24]=1. The yield is 0.460. (2) The reactants are [CH2:1]([O:3][C:4]([C:6]1[S:10][C:9](/[CH:11]=[CH:12]/[C:13]([OH:15])=O)=[CH:8][C:7]=1[CH3:16])=[O:5])[CH3:2].[F:17][C:18]([F:32])([F:31])[CH:19]([C:21]1[CH:26]=[CH:25][CH:24]=[C:23]([C:27]([F:30])([F:29])[F:28])[CH:22]=1)[NH2:20].CN(C(ON1N=NC2C=CC=NC1=2)=[N+](C)C)C.F[P-](F)(F)(F)(F)F.O. The catalyst is C1COCC1. The product is [CH3:16][C:7]1[CH:8]=[C:9](/[CH:11]=[CH:12]/[C:13](=[O:15])[NH:20][CH:19]([C:21]2[CH:26]=[CH:25][CH:24]=[C:23]([C:27]([F:28])([F:29])[F:30])[CH:22]=2)[C:18]([F:32])([F:31])[F:17])[S:10][C:6]=1[C:4]([O:3][CH2:1][CH3:2])=[O:5]. The yield is 0.520. (3) The reactants are [OH:1][CH2:2][C@H:3]([NH:8][C:9](=[O:18])[C:10]1[CH:15]=[CH:14][C:13]([CH3:16])=[C:12]([CH3:17])[CH:11]=1)[CH2:4][CH:5]([CH3:7])[CH3:6].[OH-].[Na+].I[CH3:22]. The catalyst is CN(C=O)C. The product is [CH3:22][O:1][CH2:2][C@H:3]([NH:8][C:9](=[O:18])[C:10]1[CH:15]=[CH:14][C:13]([CH3:16])=[C:12]([CH3:17])[CH:11]=1)[CH2:4][CH:5]([CH3:7])[CH3:6]. The yield is 0.730. (4) The reactants are [NH2:1][C@@H:2]1[C:11]2[C:6](=[CH:7][CH:8]=[CH:9][CH:10]=2)[C@H:5]([OH:12])[CH2:4][CH2:3]1.[H-].[Na+].F[C:16]1[CH:17]=[CH:18][C:19]2[N:20]([C:22]([N:25]3[CH2:30][CH2:29][CH2:28][C@H:27]([O:31][Si:32]([CH:39]([CH3:41])[CH3:40])([CH:36]([CH3:38])[CH3:37])[CH:33]([CH3:35])[CH3:34])[CH2:26]3)=[N:23][N:24]=2)[CH:21]=1. The catalyst is CN(C=O)C.O. The product is [CH:39]([Si:32]([CH:33]([CH3:35])[CH3:34])([CH:36]([CH3:38])[CH3:37])[O:31][C@H:27]1[CH2:28][CH2:29][CH2:30][N:25]([C:22]2[N:20]3[CH:21]=[C:16]([O:12][C@H:5]4[C:6]5[C:11](=[CH:10][CH:9]=[CH:8][CH:7]=5)[C@@H:2]([NH2:1])[CH2:3][CH2:4]4)[CH:17]=[CH:18][C:19]3=[N:24][N:23]=2)[CH2:26]1)([CH3:41])[CH3:40]. The yield is 0.370. (5) The reactants are Cl.[N:2]1[CH:3]=[CH:4][N:5]2[CH2:10][CH:9]([C:11](OCC)=[O:12])[CH2:8][CH2:7][C:6]=12.O1CCCC1.[H-].[Al+3].[Li+].[H-].[H-].[H-].[OH-].[Na+]. The catalyst is ClCCl.O. The product is [N:2]1[CH:3]=[CH:4][N:5]2[CH2:10][CH:9]([CH2:11][OH:12])[CH2:8][CH2:7][C:6]=12. The yield is 0.690.